This data is from Catalyst prediction with 721,799 reactions and 888 catalyst types from USPTO. The task is: Predict which catalyst facilitates the given reaction. Reactant: [CH2:1]([C@@H:4]1[CH2:9][CH2:8][CH2:7][C@H:6]([OH:10])[CH2:5]1)[CH:2]=[CH2:3].[H-].[Na+].I[CH2:14][C:15]1[N:16]=[C:17]([C:21]2[CH:26]=[CH:25][CH:24]=[C:23]([CH3:27])[CH:22]=2)[O:18][C:19]=1[CH3:20].CCOCC. Product: [CH2:1]([C@@H:4]1[CH2:9][CH2:8][CH2:7][C@H:6]([O:10][CH2:14][C:15]2[N:16]=[C:17]([C:21]3[CH:26]=[CH:25][CH:24]=[C:23]([CH3:27])[CH:22]=3)[O:18][C:19]=2[CH3:20])[CH2:5]1)[CH:2]=[CH2:3]. The catalyst class is: 9.